Dataset: Forward reaction prediction with 1.9M reactions from USPTO patents (1976-2016). Task: Predict the product of the given reaction. (1) Given the reactants [CH3:1][C:2]1[CH:3]=[CH:4][C:5]([C:8]2[CH:13]=[CH:12][C:11](/[CH:14]=[CH:15]/[C:16]([O:18][CH2:19][CH3:20])=[O:17])=[CH:10][CH:9]=2)=[N:6][CH:7]=1.[H][H], predict the reaction product. The product is: [CH3:1][C:2]1[CH:3]=[CH:4][C:5]([C:8]2[CH:13]=[CH:12][C:11]([CH2:14][CH2:15][C:16]([O:18][CH2:19][CH3:20])=[O:17])=[CH:10][CH:9]=2)=[N:6][CH:7]=1. (2) Given the reactants O=C1[NH:7][C:6]([C:8]2[CH:13]=[CH:12][C:11]([C:14]([F:17])([F:16])[F:15])=[CH:10][CH:9]=2)=[CH:5][N:4]2[C:18]([C:21]#[N:22])=[CH:19][CH:20]=[C:3]12.Cl.[NH2:24][OH:25].C(N(CC)C(C)C)(C)C.[CH3:35][OH:36], predict the reaction product. The product is: [OH:25][NH:24][C:21]([C:18]1[N:4]2[CH:5]=[C:6]([C:8]3[CH:9]=[CH:10][C:11]([C:14]([F:17])([F:15])[F:16])=[CH:12][CH:13]=3)[NH:7][C:35](=[O:36])[C:3]2=[CH:20][CH:19]=1)=[NH:22]. (3) Given the reactants [CH3:1][O:2][C:3]1[CH:8]=[CH:7][C:6]([SH:9])=[CH:5][CH:4]=1.[Cl:10][C:11]1[CH:16]=[C:15]([N+:17]([O-:19])=[O:18])[CH:14]=[C:13]([Cl:20])[C:12]=1F.C(=O)([O-])[O-].[K+].[K+].CN(C)C=O, predict the reaction product. The product is: [Cl:10][C:11]1[CH:16]=[C:15]([N+:17]([O-:19])=[O:18])[CH:14]=[C:13]([Cl:20])[C:12]=1[S:9][C:6]1[CH:7]=[CH:8][C:3]([O:2][CH3:1])=[CH:4][CH:5]=1. (4) The product is: [N:29]1([C:26]2[CH:27]=[CH:28][C:23]([O:22][CH2:21][C:19]3[N:20]=[C:16]([CH:13]4[CH2:12][CH2:11][N:10]([C:7]5[N:8]=[CH:9][C:4]([NH2:1])=[CH:5][N:6]=5)[CH2:15][CH2:14]4)[S:17][CH:18]=3)=[CH:24][CH:25]=2)[CH:33]=[N:32][N:31]=[N:30]1. Given the reactants [N+:1]([C:4]1[CH:5]=[N:6][C:7]([N:10]2[CH2:15][CH2:14][CH:13]([C:16]3[S:17][CH:18]=[C:19]([CH2:21][O:22][C:23]4[CH:28]=[CH:27][C:26]([N:29]5[CH:33]=[N:32][N:31]=[N:30]5)=[CH:25][CH:24]=4)[N:20]=3)[CH2:12][CH2:11]2)=[N:8][CH:9]=1)([O-])=O.[Cl-].[NH4+], predict the reaction product. (5) Given the reactants [CH:1]1N=[CH:4][N:3]([C:6]([N:8]2[CH:12]=[N:11][CH:10]=[CH:9]2)=[O:7])[CH:2]=1.[CH2:13]([C:16]1[C:24]2[O:23][N:22]=[C:21]([C:25]([F:28])([F:27])[F:26])[C:20]=2[CH:19]=[CH:18][C:17]=1[O:29][CH2:30]CCNC)[CH2:14][CH3:15].[Li+].[CH3:36][Si]([N-][Si](C)(C)C)(C)C.N[C:46]1[CH:51]=CC=CN=1.[NH4+].[Cl-], predict the reaction product. The product is: [CH3:36][C:9]1[CH:46]=[CH:51][C:12]([NH:8][C:6](=[O:7])[N:3]([CH3:4])[CH2:2][CH2:1][CH2:30][O:29][C:17]2[CH:18]=[CH:19][C:20]3[C:21]([C:25]([F:26])([F:28])[F:27])=[N:22][O:23][C:24]=3[C:16]=2[CH2:13][CH2:14][CH3:15])=[N:11][CH:10]=1. (6) The product is: [Cl:1][C:2]1[CH:3]=[CH:4][C:5]2[N:11]3[C:12]([C:15]4[N:19]=[N:18][NH:17][N:16]=4)=[CH:13][CH:14]=[C:10]3[C@@H:9]([CH2:20][CH2:21][C:22]([OH:24])=[O:23])[O:8][C@H:7]([C:26]3[CH:31]=[CH:30][CH:29]=[C:28]([O:32][CH3:33])[C:27]=3[O:34][CH3:35])[C:6]=2[CH:36]=1. Given the reactants [Cl:1][C:2]1[CH:3]=[CH:4][C:5]2[N:11]3[C:12]([C:15]4[N:16]=[N:17][NH:18][N:19]=4)=[CH:13][CH:14]=[C:10]3[C@@H:9]([CH2:20][CH2:21][C:22]([O:24]C)=[O:23])[O:8][C@H:7]([C:26]3[CH:31]=[CH:30][CH:29]=[C:28]([O:32][CH3:33])[C:27]=3[O:34][CH3:35])[C:6]=2[CH:36]=1, predict the reaction product. (7) Given the reactants C(Br)(Br)(Br)Br.[CH3:6][C:7]1[CH:8]=[CH:9][CH:10]=[C:11]2[C:16]=1[N:15]=[C:14]([C:17]1[CH:22]=[CH:21][CH:20]=[CH:19][C:18]=1[CH3:23])[C:13]([CH2:24]O)=[CH:12]2.C1(P(C2C=CC=CC=2)C2C=CC=CC=2)C=CC=CC=1.[OH-].[Na+].BrCC1C(C2C=CC=CC=2C)=NC2C(C=1)=CC=CC=2C.O.[SH:68][C:69]1[N:77]=[CH:76][N:75]=[C:74]2[C:70]=1[NH:71][CH:72]=[N:73]2.Cl, predict the reaction product. The product is: [N:77]1[C:69]([S:68][CH2:24][C:13]2[C:14]([C:17]3[CH:22]=[CH:21][CH:20]=[CH:19][C:18]=3[CH3:23])=[N:15][C:16]3[C:11]([CH:12]=2)=[CH:10][CH:9]=[CH:8][C:7]=3[CH3:6])=[C:70]2[C:74]([NH:73][CH:72]=[N:71]2)=[N:75][CH:76]=1. (8) Given the reactants [CH3:1][C:2]1[CH:7]=[C:6]([C:8]([OH:17])([C:13]([F:16])([F:15])[F:14])[C:9]([F:12])([F:11])[F:10])[CH:5]=[C:4]([CH3:18])[C:3]=1[NH:19][C:20](=[O:30])[C:21]1[CH:26]=[CH:25][CH:24]=[C:23]([N+:27]([O-])=O)[CH:22]=1.[H][H], predict the reaction product. The product is: [CH3:1][C:2]1[CH:7]=[C:6]([C:8]([OH:17])([C:13]([F:14])([F:15])[F:16])[C:9]([F:12])([F:11])[F:10])[CH:5]=[C:4]([CH3:18])[C:3]=1[NH:19][C:20](=[O:30])[C:21]1[CH:26]=[CH:25][CH:24]=[C:23]([NH2:27])[CH:22]=1. (9) Given the reactants [Br:1][C:2]1[CH:7]=[CH:6][C:5]([CH:8]([CH:20]2[CH2:23][CH2:22][CH2:21]2)[CH2:9][C:10]([C:12]2[CH:13]=[N:14][C:15]([O:18]C)=[CH:16][CH:17]=2)=[O:11])=[CH:4][CH:3]=1.Cl, predict the reaction product. The product is: [Br:1][C:2]1[CH:3]=[CH:4][C:5]([CH:8]([CH:20]2[CH2:23][CH2:22][CH2:21]2)[CH2:9][C:10]([C:12]2[CH:17]=[CH:16][C:15](=[O:18])[NH:14][CH:13]=2)=[O:11])=[CH:6][CH:7]=1. (10) Given the reactants S(Cl)(Cl)=O.Cl.[C:6]1([NH:12][C@@H:13]2[CH2:18][CH2:17][C@H:16]([C:19]([OH:21])=[O:20])[CH2:15][CH2:14]2)[CH:11]=[CH:10][CH:9]=[CH:8][CH:7]=1.[CH3:22]O, predict the reaction product. The product is: [C:6]1([NH:12][C@@H:13]2[CH2:14][CH2:15][C@H:16]([C:19]([O:21][CH3:22])=[O:20])[CH2:17][CH2:18]2)[CH:7]=[CH:8][CH:9]=[CH:10][CH:11]=1.